This data is from Forward reaction prediction with 1.9M reactions from USPTO patents (1976-2016). The task is: Predict the product of the given reaction. (1) Given the reactants [CH3:1][O:2][C:3]1[CH:4]=[CH:5][C:6]2[NH:12][C:11](=[O:13])[N:10]([CH:14]3[CH2:19][CH2:18][NH:17][CH2:16][CH2:15]3)[CH2:9][CH2:8][C:7]=2[CH:20]=1.Cl[C:22]1[N:27]=[C:26]([CH3:28])[N:25]=[C:24]([O:29][C:30]2[CH:39]=[C:38]([CH3:40])[C:33]3[NH:34][C:35](=[O:37])[O:36][C:32]=3[CH:31]=2)[CH:23]=1.CCN(C(C)C)C(C)C, predict the reaction product. The product is: [CH3:1][O:2][C:3]1[CH:4]=[CH:5][C:6]2[NH:12][C:11](=[O:13])[N:10]([CH:14]3[CH2:19][CH2:18][N:17]([C:22]4[CH:23]=[C:24]([O:29][C:30]5[CH:39]=[C:38]([CH3:40])[C:33]6[NH:34][C:35](=[O:37])[O:36][C:32]=6[CH:31]=5)[N:25]=[C:26]([CH3:28])[N:27]=4)[CH2:16][CH2:15]3)[CH2:9][CH2:8][C:7]=2[CH:20]=1. (2) The product is: [C:6]1([S:12]([CH2:15][CH2:16][CH2:17][CH2:18][CH2:19][N:20]2[C:28]3[C:27]([CH3:29])=[C:26]([CH3:30])[N:25]=[C:24]([NH2:5])[C:23]=3[N:22]=[C:21]2[CH2:38][CH2:1][CH3:2])(=[O:14])=[O:13])[CH:11]=[CH:10][CH:9]=[CH:8][CH:7]=1. Given the reactants [C:1]([O-])(=O)[CH3:2].[NH4+:5].[C:6]1([S:12]([CH2:15][CH2:16][CH2:17][CH2:18][CH2:19][N:20]2[C:28]3[C:27]([CH3:29])=[C:26]([CH3:30])[N:25]=[C:24](OC4C=CC=CC=4)[C:23]=3[N:22]=[C:21]2[CH2:38]CC)(=[O:14])=[O:13])[CH:11]=[CH:10][CH:9]=[CH:8][CH:7]=1, predict the reaction product.